Task: Predict which catalyst facilitates the given reaction.. Dataset: Catalyst prediction with 721,799 reactions and 888 catalyst types from USPTO Reactant: [C:1]([O:5][C:6]([NH:8][C@H:9]([CH:25]=O)[CH2:10][C:11]1[CH:16]=[CH:15][C:14]([O:17][CH2:18][C:19]2[CH:24]=[CH:23][CH:22]=[CH:21][CH:20]=2)=[CH:13][CH:12]=1)=[O:7])([CH3:4])([CH3:3])[CH3:2].[CH2:27]([NH:29][CH2:30][CH3:31])[CH3:28].C([BH3-])#N.[Na+]. Product: [C:1]([O:5][C:6](=[O:7])[NH:8][C@@H:9]([CH2:10][C:11]1[CH:12]=[CH:13][C:14]([O:17][CH2:18][C:19]2[CH:20]=[CH:21][CH:22]=[CH:23][CH:24]=2)=[CH:15][CH:16]=1)[CH2:25][N:29]([CH2:30][CH3:31])[CH2:27][CH3:28])([CH3:3])([CH3:4])[CH3:2]. The catalyst class is: 5.